Dataset: Reaction yield outcomes from USPTO patents with 853,638 reactions. Task: Predict the reaction yield, written as a fraction of the theoretical maximum amount of product (1.0 means a 100% yield; for example, 0.34 means a 34% yield). (1) The reactants are [CH3:1][C@H:2]1[NH:7][C@@H:6]([CH3:8])[CH2:5][N:4]([C:9]2[CH:14]=[CH:13][C:12]([NH:15][C:16]3[N:21]=[CH:20][C:19]([CH2:22][CH2:23][C:24]4[CH:25]=[C:26]([CH:30]=[C:31]([O:34][CH3:35])[C:32]=4[F:33])[C:27](O)=[O:28])=[CH:18][N:17]=3)=[CH:11][CH:10]=2)[CH2:3]1.Cl.CN.[CH3:39][N:40](C(ON1N=NC2C=CC=NC1=2)=[N+](C)C)C.F[P-](F)(F)(F)(F)F.CCN(C(C)C)C(C)C. The yield is 0.706. The product is [CH3:8][C@H:6]1[NH:7][C@@H:2]([CH3:1])[CH2:3][N:4]([C:9]2[CH:10]=[CH:11][C:12]([NH:15][C:16]3[N:17]=[CH:18][C:19]([CH2:22][CH2:23][C:24]4[CH:25]=[C:26]([CH:30]=[C:31]([O:34][CH3:35])[C:32]=4[F:33])[C:27]([NH:40][CH3:39])=[O:28])=[CH:20][N:21]=3)=[CH:13][CH:14]=2)[CH2:5]1. The catalyst is CN(C=O)C.C(Cl)Cl.CO. (2) The reactants are Cl.[NH:2]1[CH2:5][CH:4]([OH:6])[CH2:3]1.Cl[C:8]1[N:13]=[CH:12][N:11]=[C:10]([NH2:14])[CH:9]=1. The catalyst is CO.O. The product is [NH2:14][C:10]1[N:11]=[CH:12][N:13]=[C:8]([N:2]2[CH2:5][CH:4]([OH:6])[CH2:3]2)[CH:9]=1. The yield is 0.850. (3) The reactants are [CH:1]1([NH:4][C:5]2[N:10]=[C:9]([NH:11][C@@H:12]3[CH2:17][CH2:16][C@@H:15]([CH3:18])[C@H:14]([OH:19])[CH2:13]3)[C:8]([C:20]#[N:21])=[CH:7][N:6]=2)[CH2:3][CH2:2]1.CS(C)=[O:24]. The catalyst is [OH-].[Na+].OO. The product is [CH:1]1([NH:4][C:5]2[N:10]=[C:9]([NH:11][C@@H:12]3[CH2:17][CH2:16][C@@H:15]([CH3:18])[C@H:14]([OH:19])[CH2:13]3)[C:8]([C:20]([NH2:21])=[O:24])=[CH:7][N:6]=2)[CH2:2][CH2:3]1. The yield is 0.810. (4) The catalyst is Cl. The reactants are Br[C:2]1[CH:3]=[CH:4][C:5]([Cl:15])=[C:6]([CH2:8][N:9]2[CH2:13][CH2:12][O:11][C:10]2=[O:14])[CH:7]=1.C([Sn](CCCC)(CCCC)[C:21]([O:23]C)=[CH2:22])CCC.O1CCOCC1. The product is [C:21]([C:2]1[CH:3]=[CH:4][C:5]([Cl:15])=[C:6]([CH2:8][N:9]2[CH2:13][CH2:12][O:11][C:10]2=[O:14])[CH:7]=1)(=[O:23])[CH3:22]. The yield is 0.410. (5) The yield is 0.410. The catalyst is C(Cl)(Cl)(Cl)Cl. The reactants are [Br:1][C:2]1[C:10]2[O:9][CH:8]=[C:7]([CH3:11])[C:6]=2[C:5]([F:12])=[C:4]([F:13])[CH:3]=1.BrN1[C:19](=[O:20])CCC1=O.C(OOC(=O)C1C=CC=CC=1)(=O)C1C=CC=CC=1. The product is [Br:1][C:2]1[C:10]2[O:9][CH:8]=[C:7]([CH2:11][O:20][CH3:19])[C:6]=2[C:5]([F:12])=[C:4]([F:13])[CH:3]=1. (6) The reactants are Br[C:2]1[CH:3]=[C:4]([CH3:11])[C:5]2[N:6]([CH:8]=[CH:9][N:10]=2)[CH:7]=1.[F:12][C:13]([F:24])([F:23])[C:14]1[CH:19]=[CH:18][C:17](B(O)O)=[CH:16][CH:15]=1.C([O-])([O-])=O.[Na+].[Na+]. The catalyst is COCCOC.O.C1C=CC([P]([Pd]([P](C2C=CC=CC=2)(C2C=CC=CC=2)C2C=CC=CC=2)([P](C2C=CC=CC=2)(C2C=CC=CC=2)C2C=CC=CC=2)[P](C2C=CC=CC=2)(C2C=CC=CC=2)C2C=CC=CC=2)(C2C=CC=CC=2)C2C=CC=CC=2)=CC=1. The product is [CH3:11][C:4]1[C:5]2[N:6]([CH:8]=[CH:9][N:10]=2)[CH:7]=[C:2]([C:17]2[CH:18]=[CH:19][C:14]([C:13]([F:24])([F:23])[F:12])=[CH:15][CH:16]=2)[CH:3]=1. The yield is 0.910. (7) The reactants are I[Si](C)(C)C.C[O:7][C:8]1[CH:13]=[C:12]([C:14]2[N:22]3[C:17]([CH:18]=[CH:19][CH:20]=[CH:21]3)=[CH:16][C:15]=2[C:23]([O:25][CH2:26][CH3:27])=[O:24])[CH:11]=[CH:10][N:9]=1.CO. The product is [OH:7][C:8]1[CH:13]=[C:12]([C:14]2[N:22]3[C:17]([CH:18]=[CH:19][CH:20]=[CH:21]3)=[CH:16][C:15]=2[C:23]([O:25][CH2:26][CH3:27])=[O:24])[CH:11]=[CH:10][N:9]=1. The catalyst is C(#N)C.C(Cl)Cl. The yield is 1.00. (8) The reactants are [OH:1][C:2]1[C:7]([O:8][CH3:9])=[C:6]([O:10][CH3:11])[CH:5]=[CH:4][C:3]=1[C:12]([C:14]1[CH:19]=[C:18]([O:20][CH3:21])[C:17]([O:22][CH3:23])=[C:16]([O:24][CH3:25])[CH:15]=1)=[O:13].IC.[C:28]([O-])([O-])=O.[Na+].[Na+].COC1C=C(C(C2C=CC(OC)=C(OC)C=2OC)=O)C=C(OC)C=1. No catalyst specified. The product is [CH3:28][O:1][C:2]1[C:7]([O:8][CH3:9])=[C:6]([O:10][CH3:11])[CH:5]=[CH:4][C:3]=1[C:12]([C:14]1[CH:15]=[C:16]([O:24][CH3:25])[C:17]([O:22][CH3:23])=[C:18]([O:20][CH3:21])[CH:19]=1)=[O:13]. The yield is 0.840.